From a dataset of Reaction yield outcomes from USPTO patents with 853,638 reactions. Predict the reaction yield, written as a fraction of the theoretical maximum amount of product (1.0 means a 100% yield; for example, 0.34 means a 34% yield). (1) The reactants are [C:1]([C:3]1[CH:11]=[CH:10][C:6]([C:7]([OH:9])=[O:8])=[C:5]([CH3:12])[C:4]=1[O:13][CH3:14])#[N:2].[OH-:15].[Na+].OO. The yield is 0.630. The product is [NH2:2][C:1]([C:3]1[CH:11]=[CH:10][C:6]([C:7]([OH:9])=[O:8])=[C:5]([CH3:12])[C:4]=1[O:13][CH3:14])=[O:15]. The catalyst is CS(C)=O.C(O)C. (2) The reactants are C[O:2][C:3](=[O:32])[CH2:4][CH2:5][CH2:6][N:7]1[CH2:11][CH2:10][CH2:9][C@@H:8]1[CH2:12][O:13][C:14]1[CH:19]=[CH:18][C:17]([CH2:20][C:21]2[CH:26]=[CH:25][C:24]([C:27]3[CH:31]=[CH:30][S:29][CH:28]=3)=[CH:23][CH:22]=2)=[CH:16][CH:15]=1.O.[ClH:34]. No catalyst specified. The product is [ClH:34].[S:29]1[CH:30]=[CH:31][C:27]([C:24]2[CH:23]=[CH:22][C:21]([CH2:20][C:17]3[CH:18]=[CH:19][C:14]([O:13][CH2:12][C@H:8]4[CH2:9][CH2:10][CH2:11][N:7]4[CH2:6][CH2:5][CH2:4][C:3]([OH:32])=[O:2])=[CH:15][CH:16]=3)=[CH:26][CH:25]=2)=[CH:28]1. The yield is 0.750. (3) The reactants are [C:1](OC)(=[O:3])C.[C:6](#[N:14])[CH2:7][CH2:8][CH2:9][CH2:10][CH2:11][CH2:12][CH3:13].[ClH:15].CC1CCCCC1. The catalyst is CO. The product is [ClH:15].[C:6](=[NH:14])([O:3][CH3:1])[CH2:7][CH2:8][CH2:9][CH2:10][CH2:11][CH2:12][CH3:13]. The yield is 0.934. (4) No catalyst specified. The product is [C:12]([C:2]1[C:7]([N+:8]([O-:10])=[O:9])=[CH:6][C:5]([CH3:11])=[CH:4][N:3]=1)#[N:13]. The reactants are Br[C:2]1[C:7]([N+:8]([O-:10])=[O:9])=[CH:6][C:5]([CH3:11])=[CH:4][N:3]=1.[C:12]([Cu])#[N:13]. The yield is 0.790. (5) The reactants are [CH2:1]([O:3][C:4]([CH2:6][CH2:7][N:8]([S:17]([C:20]1[CH:25]=[CH:24][C:23]([O:26][C:27]2[CH:32]=[CH:31][C:30]([F:33])=[CH:29][CH:28]=2)=[CH:22][CH:21]=1)(=[O:19])=[O:18])[C:9]1([C:14]([OH:16])=[O:15])[CH2:13][CH2:12][CH2:11][CH2:10]1)=[O:5])[CH3:2].[CH:34]1([NH:40][CH:41]2[CH2:46][CH2:45][CH2:44][CH2:43][CH2:42]2)[CH2:39][CH2:38][CH2:37][CH2:36][CH2:35]1. The catalyst is C(O)C. The product is [CH:41]1([NH2+:40][CH:34]2[CH2:35][CH2:36][CH2:37][CH2:38][CH2:39]2)[CH2:42][CH2:43][CH2:44][CH2:45][CH2:46]1.[CH2:1]([O:3][C:4]([CH2:6][CH2:7][N:8]([S:17]([C:20]1[CH:21]=[CH:22][C:23]([O:26][C:27]2[CH:28]=[CH:29][C:30]([F:33])=[CH:31][CH:32]=2)=[CH:24][CH:25]=1)(=[O:19])=[O:18])[C:9]1([C:14]([O-:16])=[O:15])[CH2:13][CH2:12][CH2:11][CH2:10]1)=[O:5])[CH3:2]. The yield is 0.670. (6) The reactants are [CH3:1][O:2][C:3]1[CH:10]=[C:9]([O:11][CH3:12])[CH:8]=[CH:7][C:4]=1[CH2:5][NH2:6].[C:13](N1C=CN=C1)([N:15]1C=CN=C1)=[S:14].N. The catalyst is ClCCl. The product is [CH3:1][O:2][C:3]1[CH:10]=[C:9]([O:11][CH3:12])[CH:8]=[CH:7][C:4]=1[CH2:5][NH:6][C:13]([NH2:15])=[S:14]. The yield is 0.770. (7) The reactants are [CH3:1][N:2]([CH3:22])[C:3]([C@@H:5]1[CH2:13][C:12]2[C:7](=[CH:8][CH:9]=[CH:10][CH:11]=2)[C@@H:6]1[NH:14]C(=O)OC(C)(C)C)=[O:4].C(O)C. The catalyst is C(Cl)Cl.[Br-].[Br-].[Zn+2]. The product is [NH2:14][C@H:6]1[C:7]2[C:12](=[CH:11][CH:10]=[CH:9][CH:8]=2)[CH2:13][C@H:5]1[C:3]([N:2]([CH3:22])[CH3:1])=[O:4]. The yield is 0.950.